Dataset: Forward reaction prediction with 1.9M reactions from USPTO patents (1976-2016). Task: Predict the product of the given reaction. (1) Given the reactants [NH2:1][C@H:2]1[CH2:7][CH2:6][CH2:5][CH2:4][C@H:3]1[NH:8][C:9]1[N:14]=[C:13]([NH:15][C:16]2[CH:21]=[CH:20][C:19](C3ON=CC=3)=[CH:18][CH:17]=2)[C:12]([C:27]([NH2:29])=[O:28])=[CH:11][N:10]=1.[CH3:30][C:31]1[O:35][N:34]=[C:33](C2C=C(C=CC=2)N)[N:32]=1, predict the reaction product. The product is: [NH2:1][C@H:2]1[CH2:7][CH2:6][CH2:5][CH2:4][C@H:3]1[NH:8][C:9]1[N:14]=[C:13]([NH:15][C:16]2[CH:21]=[CH:20][CH:19]=[C:18]([C:33]3[N:32]=[C:31]([CH3:30])[O:35][N:34]=3)[CH:17]=2)[C:12]([C:27]([NH2:29])=[O:28])=[CH:11][N:10]=1. (2) Given the reactants C([O:8][C:9](=[O:39])[CH:10]([C:21]1[CH:26]=[CH:25][C:24]([NH:27][S:28]([C:31]2[C:32]([CH3:38])=[N:33][N:34]([CH3:37])[C:35]=2[Cl:36])(=[O:30])=[O:29])=[CH:23][N:22]=1)C(OCC1C=CC=CC=1)=O)C1C=CC=CC=1, predict the reaction product. The product is: [Cl:36][C:35]1[N:34]([CH3:37])[N:33]=[C:32]([CH3:38])[C:31]=1[S:28]([NH:27][C:24]1[CH:25]=[CH:26][C:21]([CH2:10][C:9]([OH:39])=[O:8])=[N:22][CH:23]=1)(=[O:30])=[O:29]. (3) Given the reactants [C:1]([O:5][C:6]([N:8]1[CH2:20][C@@H:19]([CH3:21])[N:18]2[C@H:10]([CH2:11][C:12]3[C:17]2=[N:16][C:15]([CH2:22][CH3:23])=[C:14]([CH2:24][OH:25])[CH:13]=3)[CH2:9]1)=[O:7])([CH3:4])([CH3:3])[CH3:2].[H-].[Na+].[CH3:28]I, predict the reaction product. The product is: [C:1]([O:5][C:6]([N:8]1[CH2:20][C@@H:19]([CH3:21])[N:18]2[C@H:10]([CH2:11][C:12]3[C:17]2=[N:16][C:15]([CH2:22][CH3:23])=[C:14]([CH2:24][O:25][CH3:28])[CH:13]=3)[CH2:9]1)=[O:7])([CH3:2])([CH3:3])[CH3:4]. (4) Given the reactants C(O)CCCCCCCO.FC1C(F)=C(F)C=CC=1CBr.[F:22][C:23]1[C:39]([F:40])=[C:38]([F:41])[CH:37]=[CH:36][C:24]=1[CH2:25][O:26][CH2:27][CH2:28][CH2:29][CH2:30][CH2:31][CH2:32][CH2:33][CH2:34][OH:35].FC1C(F)=C(F)C=CC=1COCCCCCCCC(O)=O.Cl.Cl.[CH2:65]([O:72][C:73](=[O:81])[CH2:74][C@@H:75]([NH2:80])[CH2:76][N:77]([CH3:79])[CH3:78])[C:66]1[CH:71]=[CH:70][CH:69]=[CH:68][CH:67]=1, predict the reaction product. The product is: [CH2:65]([O:72][C:73](=[O:81])[CH2:74][C@@H:75]([NH:80][C:34](=[O:35])[CH2:33][CH2:32][CH2:31][CH2:30][CH2:29][CH2:28][CH2:27][O:26][CH2:25][C:24]1[CH:36]=[CH:37][C:38]([F:41])=[C:39]([F:40])[C:23]=1[F:22])[CH2:76][N:77]([CH3:78])[CH3:79])[C:66]1[CH:71]=[CH:70][CH:69]=[CH:68][CH:67]=1. (5) Given the reactants [NH2:1][C:2]1[C:7]([C:8]2[CH:13]=[CH:12][CH:11]=[C:10]([F:14])[CH:9]=2)=[C:6]([C:15](=[O:17])[CH3:16])[CH:5]=[C:4]([Cl:18])[C:3]=1[CH3:19].C(N(CC)C(C)C)(C)C.Cl[C:30]([O:32][CH3:33])=[O:31], predict the reaction product. The product is: [C:15]([C:6]1[C:7]([C:8]2[CH:13]=[CH:12][CH:11]=[C:10]([F:14])[CH:9]=2)=[C:2]([N:1]([C:30]([O:32][CH3:33])=[O:31])[C:30]([O:32][CH3:33])=[O:31])[C:3]([CH3:19])=[C:4]([Cl:18])[CH:5]=1)(=[O:17])[CH3:16]. (6) Given the reactants Cl[C:2]1[CH:3]=[N:4][CH:5]=[C:6]([C:10]2[CH:11]=[C:12]3[C:16](=[CH:17][CH:18]=2)[N:15]([C:19](=[O:31])[CH2:20][C:21]2[CH:26]=[CH:25][CH:24]=[C:23]([C:27]([F:30])([F:29])[F:28])[CH:22]=2)[CH2:14][CH2:13]3)[C:7]=1[C:8]#[N:9].[CH3:32][NH:33][NH2:34], predict the reaction product. The product is: [CH3:32][N:33]1[C:2]2=[CH:3][N:4]=[CH:5][C:6]([C:10]3[CH:11]=[C:12]4[C:16](=[CH:17][CH:18]=3)[N:15]([C:19](=[O:31])[CH2:20][C:21]3[CH:26]=[CH:25][CH:24]=[C:23]([C:27]([F:30])([F:29])[F:28])[CH:22]=3)[CH2:14][CH2:13]4)=[C:7]2[C:8]([NH2:9])=[N:34]1.